From a dataset of Experimentally validated miRNA-target interactions with 360,000+ pairs, plus equal number of negative samples. Binary Classification. Given a miRNA mature sequence and a target amino acid sequence, predict their likelihood of interaction. (1) The miRNA is hsa-miR-342-3p with sequence UCUCACACAGAAAUCGCACCCGU. The protein sequence of the target gene is MLQSLAGSSCVRLVERHRSAWCFGFLVLGYLLYLVFGAVVFSSVELPYEDLLRQELRKLKRRFLEEHECLSEQQLEQFLGRVLEASNYGVSVLSNASGNWNWDFTSALFFASTVLSTTGYGHTVPLSDGGKAFCIIYSVIGIPFTLLFLTAVVQRITVHVTRRPVLYFHIRWGFSKQVVAIVHAVLLGFVTVSCFFFIPAAVFSVLEDDWNFLESFYFCFISLSTIGLGDYVPGEGYNQKFRELYKIGITCYLLLGLIAMLVVLETFCELHELKKFRKMFYVKKDKDEDQVHIIEHDQLS.... Result: 1 (interaction). (2) Result: 0 (no interaction). The miRNA is hsa-miR-378b with sequence ACUGGACUUGGAGGCAGAA. The protein sequence of the target gene is MSVAGLKKQFHKATQKVSEKVGGAEGTKLDDDFKEMERKVDVTSRAVMEIMTKTIEYLQPNPASRAKLSMINTMSKIRGQEKGPGYPQAEALLAEAMLKFGRELGDDCNFGPALGEVGEAMRELSEVKDSLDIEVKQNFIDPLQNLHDKDLREIQHHLKKLEGRRLDFDYKKKRQGKIPDEELRQALEKFDESKEIAESSMFNLLEMDIEQVSQLSALVQAQLEYHKQAVQILQQVTVRLEERIRQASSQPRREYQPKPRMSLEFPTGDSTQPNGGLSHTGTPKPSGVQMDQPCCRALYD.... (3) The miRNA is hsa-miR-1197 with sequence UAGGACACAUGGUCUACUUCU. The protein sequence of the target gene is MPSEKTFKQRRTFEQRVEDVRLIREQHPTKIPVIIERYKGEKQLPVLDKTKFLVPDHVNMSELIKIIRRRLQLNANQAFFLLVNGHSMVSVSTPISEVYESEKDEDGFLYMVCASQETFGMKLSV. Result: 0 (no interaction). (4) The miRNA is mmu-miR-1903 with sequence CCUUCUUCUUCUUCCUGAGACA. The protein sequence of the target gene is MNYVGQLAGQVFVTVKELYKGLNPATLSGCIDIIVIRQPNGSLQCSPFHVRFGKMGVLRSREKVVDIEINGESVDLHMKLGDNGEAFFVQETDNDQEIIPMYLATSPILSEGAARMESQLKRNSVDRIRCLDPTTAAQGLPPSDTPSTGSLGKKRRKRRRKAQLDNLKRDDNVNSSEDEDMFPIEMSSDEDTAPMDGSRTLPNDVPPFQDDIPKENFPSISTHPQSASYPSSDREWSPSPSSLVDCQRTPPHLAEGVLSSSCPLQSCHFHASESPSGSRPSTPKSDSELVSKSADRLTPK.... Result: 1 (interaction). (5) The miRNA is gga-miR-365-3p with sequence UAAUGCCCCUAAAAAUCCUUAU. The protein sequence of the target gene is MVNSRRVQPQPPGDAGRSPAPRASGPGRLVAGGAGLAVPGGLGEQRGLEIEMERIRQAAARDPPAGASASPSPPLSSCSRQAWSRDNPGFEAEEDDDDDEVEGEEGGMVVEMDVEWRPGSRRSASSSAVSSVGARGRGLGSYRGAAHLSGRRRRLEDQGAQCPSPAGGGDPLHRHLPLEGQPPRVAWAERLVRGLRGLWGTRLMEESNANREKYLKSVLRELVTYLFFLVVLCILTYGMMSSNVYYYTRTLSQLFIDTPVSKTEKTNFKTLSSMEDFWKFTEGSFLDGLYWKAQTSNHTQ.... Result: 0 (no interaction). (6) The miRNA is hsa-miR-127-5p with sequence CUGAAGCUCAGAGGGCUCUGAU. The protein sequence of the target gene is MEPEREGTERHPRKVRESRQAPNKLVGAAEAMKAGWDLEESQPEAKKARLSTILFTDNCEVTHDQLCELLKYAVLGKSNVPKPSWCQLFHQNHLNNVVVFVLQGMSQLHFYRFYLEFGCLRKAFRHKFRLPPPSSDFLADVVGLQTEQRAGDLPKTMEGPLPSNAKAAINLQDDPIIQKYGSKKVGLTRCLLTKEEMRTFHFPLQGFPDCENFLLTKCNGSIADNSPLFGLDCEMCLTSKGRELTRISLVAEGGCCVMDELVKPENKILDYLTSFSGITKKILNPVTTKLKDVQRQLKAL.... Result: 0 (no interaction). (7) The miRNA is hsa-miR-362-3p with sequence AACACACCUAUUCAAGGAUUCA. The protein sequence of the target gene is MGNRLCCGGTWSCPSTFQKKSKTGSHPRPTLSILKQQQLWQNGTKDYETTAPTYEQVLYPPASQKKTSNSTSEESDLHYADIHVLRQIRPHSLHTVKCLHSESATEYATLRFPQATPQYDSNNGTLV. Result: 0 (no interaction). (8) The miRNA is hsa-miR-4286 with sequence ACCCCACUCCUGGUACC. The protein sequence of the target gene is MGFLWTGSWILVLVLNSGPIQAFPKPEGSQDKSLHNRELSAERPLNEQIAEAEADKIKKAFPSESKPSESNYSSVDNLNLLRAITEKETVEKERQSIRSPPFDNQLNVEDADSTKNRKLIDEYDSTKSGLDHKFQDDPDGLHQLDGTPLTAEDIVHKIATRIYEENDRGVFDKIVSKLLNLGLITESQAHTLEDEVAEALQKLISKEANNYEETLDKPTSRTENQDGKIPEKVTPVAAVQDGFTNRENDETVSNTLTLSNGLERRTNPHREDDFEELQYFPNFYALLTSIDSEKEAKEKE.... Result: 0 (no interaction). (9) The miRNA is cel-miR-1818 with sequence UGUGGUCUUCAUGCCAUGAUUUU. The protein sequence of the target gene is MSATSVDQRPKGQGNKVSVQNGSIHQKDAVNDDDFEPYLSSQTNQNNSYPPMSDPYMPSYYAPSIGFPYSLGEAAWSTAGDQPMPYLTTYGQMSNGEHHYIPDGVFSQPGALGNTPPFLGQHGFNFFPGNADFSTWGTSGSQGQSTQNSAYSSSYGYPPSSLGRAITDGQAGFGNDTLSKVPGISSIEQGMTGLKIGGDLTAAVTKTVGTALSSSGMTSIATNNVPPVSSAAPKPTSWAAIARKPAKPQPKLKPKGNVGIGGSAVPPPPIKHNMNIGTWDEKGSVVKAPPTQPVLPPQTI.... Result: 0 (no interaction).